Dataset: Human liver microsome stability data. Task: Regression/Classification. Given a drug SMILES string, predict its absorption, distribution, metabolism, or excretion properties. Task type varies by dataset: regression for continuous measurements (e.g., permeability, clearance, half-life) or binary classification for categorical outcomes (e.g., BBB penetration, CYP inhibition). Dataset: hlm. The molecule is NC(=O)COc1ccc2c(c1)S(=O)(=O)NC(c1c(O)c(-c3cccs3)nn(CCC3CC3)c1=O)=N2. The result is 1 (stable in human liver microsomes).